Dataset: Reaction yield outcomes from USPTO patents with 853,638 reactions. Task: Predict the reaction yield, written as a fraction of the theoretical maximum amount of product (1.0 means a 100% yield; for example, 0.34 means a 34% yield). (1) The reactants are C([N:8]1[CH2:12][CH2:11][CH2:10][C@@H:9]1[CH2:13][NH:14][C@H:15]([CH2:36][C:37]1[CH:42]=[CH:41][C:40]([Cl:43])=[CH:39][CH:38]=1)[C:16]([NH:18][N:19]1[CH2:23][CH2:22][C@H:21]([N:24]([CH:30]2[CH2:35][CH2:34][CH2:33][CH2:32][CH2:31]2)[C:25](=[O:29])[CH:26]([CH3:28])[CH3:27])[CH2:20]1)=[O:17])(OC(C)(C)C)=O.C(O)(C(F)(F)F)=O. The catalyst is C(Cl)Cl. The product is [NH:8]1[CH2:12][CH2:11][CH2:10][C@@H:9]1[CH2:13][NH:14][C@H:15]([CH2:36][C:37]1[CH:38]=[CH:39][C:40]([Cl:43])=[CH:41][CH:42]=1)[C:16]([NH:18][N:19]1[CH2:23][CH2:22][C@H:21]([N:24]([CH:30]2[CH2:31][CH2:32][CH2:33][CH2:34][CH2:35]2)[C:25](=[O:29])[CH:26]([CH3:27])[CH3:28])[CH2:20]1)=[O:17]. The yield is 0.971. (2) The reactants are [Cl-].[C:2]([O:6][C:7](=[O:10])[CH2:8][Zn+])([CH3:5])([CH3:4])[CH3:3].Br[C:12]1[CH:13]=[CH:14][C:15]([F:18])=[N:16][CH:17]=1.O. The catalyst is C1COCC1.CC(P(C(C)(C)C)C1C=CC(N(C)C)=CC=1)(C)C.CC(P(C(C)(C)C)C1C=CC(N(C)C)=CC=1)(C)C.Cl[Pd]Cl. The product is [F:18][C:15]1[N:16]=[CH:17][C:12]([CH2:8][C:7]([O:6][C:2]([CH3:5])([CH3:4])[CH3:3])=[O:10])=[CH:13][CH:14]=1. The yield is 0.405. (3) The reactants are [OH-].[Na+].C[O:4][C:5](=[O:23])[C:6]1[CH:11]=[C:10]([C:12](=[O:14])[CH3:13])[CH:9]=[CH:8][C:7]=1[O:15][CH2:16][C:17]1[CH:22]=[CH:21][CH:20]=[CH:19][CH:18]=1.Cl. The catalyst is CO.O1CCCC1. The product is [C:12]([C:10]1[CH:9]=[CH:8][C:7]([O:15][CH2:16][C:17]2[CH:22]=[CH:21][CH:20]=[CH:19][CH:18]=2)=[C:6]([CH:11]=1)[C:5]([OH:23])=[O:4])(=[O:14])[CH3:13]. The yield is 0.910. (4) The reactants are C1(N2CC[O:9]CC2)CCCC=1.[CH3:12][C:13]1[CH:20]=[CH:19][C:16]([CH:17]=O)=[CH:15][CH:14]=1.Cl.[CH:22]1[CH:27]=[CH:26][CH:25]=[CH:24]C=1. No catalyst specified. The product is [CH3:12][C:13]1[CH:20]=[CH:19][C:16]([CH:17]=[C:24]2[CH2:25][CH2:26][CH2:27][C:22]2=[O:9])=[CH:15][CH:14]=1. The yield is 0.945. (5) The reactants are [CH3:1][C:2]1[CH:7]=[CH:6][C:5]([S:8]([O:11][CH2:12][C@H:13]([O:16][C:17]2[C:22](C=C)=[CH:21][CH:20]=[CH:19][C:18]=2[O:25][CH3:26])[CH:14]=[CH2:15])(=[O:10])=[O:9])=[CH:4][CH:3]=1. The catalyst is ClCCl. The product is [CH3:1][C:2]1[CH:7]=[CH:6][C:5]([S:8]([O:11][CH2:12][C@H:13]2[CH:14]=[CH:15][C:22]3[C:17](=[C:18]([O:25][CH3:26])[CH:19]=[CH:20][CH:21]=3)[O:16]2)(=[O:9])=[O:10])=[CH:4][CH:3]=1. The yield is 0.680. (6) The reactants are [Na:1].[CH3:2][C:3]1[C:4]([CH2:22][S:23]([C:25]2[NH:29][C:28]3[CH:30]=[CH:31][CH:32]=[CH:33][C:27]=3[N:26]=2)=[O:24])=[N:5][CH:6]=[CH:7][C:8]=1[O:9][CH2:10][C:11]1(C)[O:20][CH2:19][C:14]2(OCCO2)[CH2:13][O:12]1.C1C2(CO[CH:39]([CH2:42][O:43]C3C=CN=C(CO)C=3C)[O:38]C2)C1.N1[C:57]2C=C3OCCOC3=C[C:56]=2N=C1S. No catalyst specified. The product is [Na:1].[CH2:56]1[C:14]2([CH2:19][O:20][CH:11]([CH2:10][O:9][C:8]3[CH:7]=[CH:6][N:5]=[C:4]([CH2:22][S:23]([C:25]4[NH:29][C:28]5[CH:30]=[C:31]6[O:43][CH2:42][CH2:39][O:38][C:32]6=[CH:33][C:27]=5[N:26]=4)=[O:24])[C:3]=3[CH3:2])[O:12][CH2:13]2)[CH2:57]1. The yield is 0.556. (7) The reactants are [F:1][C:2]1[CH:7]=[C:6]([N:8]2[CH2:12][CH2:11][NH:10][C:9]2=[O:13])[CH:5]=[CH:4][C:3]=1[N:14]1[CH:19]=[C:18]([O:20][CH3:21])[C:17](=[O:22])[C:16]([C:23]2[N:27]([C:28]3[CH:33]=[CH:32][CH:31]=[CH:30][CH:29]=3)[N:26]=[CH:25][CH:24]=2)=[N:15]1.Cl[C:35]([F:40])([F:39])C([O-])=O.[Na+].C1OCCOCCOCCOCCOCCOC1. The catalyst is C(#N)C. The product is [F:39][CH:35]([F:40])[N:10]1[CH2:11][CH2:12][N:8]([C:6]2[CH:5]=[CH:4][C:3]([N:14]3[CH:19]=[C:18]([O:20][CH3:21])[C:17](=[O:22])[C:16]([C:23]4[N:27]([C:28]5[CH:29]=[CH:30][CH:31]=[CH:32][CH:33]=5)[N:26]=[CH:25][CH:24]=4)=[N:15]3)=[C:2]([F:1])[CH:7]=2)[C:9]1=[O:13]. The yield is 0.0230. (8) The reactants are C1(P(N=[N+]=[N-])(C2C=CC=CC=2)=[O:8])C=CC=CC=1.[C:18]([C:20]1[CH:28]=[CH:27][C:26]2[N:25]([CH2:29][C:30]3[S:34][CH:33]=[N:32][C:31]=3C(O)=O)[C:24]3[CH2:38][C@@H:39]([NH:41][C:42]([O:44][CH:45]([CH3:47])[CH3:46])=[O:43])[CH2:40][C:23]=3[C:22]=2[CH:21]=1)#[N:19].CC[N:50]([CH2:53]C)CC.[CH3:55][Si:56]([CH3:61])([CH3:60])[CH2:57][CH2:58][OH:59]. The catalyst is C1(C)C=CC=CC=1. The product is [CH:45]([O:44][C:42](=[O:43])[NH:41][C@@H:39]1[CH2:38][C:24]2[N:25]([CH2:29][C:30]3[S:34][CH:33]=[N:32][C:31]=3[NH:50][C:53]([O:59][CH2:58][CH2:57][Si:56]([CH3:61])([CH3:60])[CH3:55])=[O:8])[C:26]3[CH:27]=[CH:28][C:20]([C:18]#[N:19])=[CH:21][C:22]=3[C:23]=2[CH2:40]1)([CH3:46])[CH3:47]. The yield is 0.840. (9) The reactants are [CH2:1]([C:4]1[C:12]([OH:13])=[C:11]2[C:7]([CH2:8][O:9][C:10]2=[O:14])=[C:6]([CH3:15])[C:5]=1[CH2:16][CH3:17])[CH:2]=[CH2:3].C1C=CC(P(C2C=CC=CC=2)C2C=CC=CC=2)=CC=1.[CH3:37][Si:38]([CH3:43])([CH3:42])[CH2:39][CH2:40]O.N(C(OC(C)C)=O)=NC(OC(C)C)=O. The catalyst is C1COCC1. The product is [CH2:1]([C:4]1[C:12]([O:13][CH2:40][CH2:39][Si:38]([CH3:43])([CH3:42])[CH3:37])=[C:11]2[C:7]([CH2:8][O:9][C:10]2=[O:14])=[C:6]([CH3:15])[C:5]=1[CH2:16][CH3:17])[CH:2]=[CH2:3]. The yield is 0.920. (10) The reactants are C([N:20]1[CH:24]=[C:23]([C:25]2[C:26]([NH2:32])=[N:27][C:28]([NH2:31])=[CH:29][CH:30]=2)[CH:22]=[N:21]1)(C1C=CC=CC=1)(C1C=CC=CC=1)C1C=CC=CC=1.FC(F)(F)C(O)=O. The catalyst is C(Cl)Cl. The product is [NH:20]1[CH:24]=[C:23]([C:25]2[C:26]([NH2:32])=[N:27][C:28]([NH2:31])=[CH:29][CH:30]=2)[CH:22]=[N:21]1. The yield is 0.600.